This data is from Choline transporter screen with 302,306 compounds. The task is: Binary Classification. Given a drug SMILES string, predict its activity (active/inactive) in a high-throughput screening assay against a specified biological target. The drug is Brc1n2c(nc1CSC(N)=N)cccc2. The result is 0 (inactive).